Dataset: Full USPTO retrosynthesis dataset with 1.9M reactions from patents (1976-2016). Task: Predict the reactants needed to synthesize the given product. (1) Given the product [F:42][C:29]([F:28])([F:41])[O:30][C:31]1[CH:36]=[CH:35][C:34]([S:37]([NH:1][CH2:2][CH:3]([OH:20])[CH2:4][N:5]2[C:6]3[CH:19]=[CH:18][CH:17]=[CH:16][C:7]=3[CH2:8][CH2:9][C:10]3[CH:15]=[CH:14][CH:13]=[CH:12][C:11]2=3)(=[O:39])=[O:38])=[CH:33][CH:32]=1, predict the reactants needed to synthesize it. The reactants are: [NH2:1][CH2:2][CH:3]([OH:20])[CH2:4][N:5]1[C:11]2[CH:12]=[CH:13][CH:14]=[CH:15][C:10]=2[CH2:9][CH2:8][C:7]2[CH:16]=[CH:17][CH:18]=[CH:19][C:6]1=2.C(N(CC)CC)C.[F:28][C:29]([F:42])([F:41])[O:30][C:31]1[CH:36]=[CH:35][C:34]([S:37](Cl)(=[O:39])=[O:38])=[CH:33][CH:32]=1.[Na+].[Cl-]. (2) Given the product [CH3:61][S:62]([CH2:65][CH2:66][NH:67][C:34](=[O:36])[CH2:33][CH:30]1[S:29][C:28]([C:16]2[NH:17][C:18]3[C:14]([CH:15]=2)=[CH:13][C:12]([O:11][C:8]2[CH:9]=[N:10][C:5]([S:2]([CH3:1])(=[O:3])=[O:4])=[CH:6][CH:7]=2)=[CH:20][C:19]=3[O:21][CH:22]2[CH2:23][CH2:24][O:25][CH2:26][CH2:27]2)=[N:32][CH2:31]1)(=[O:64])=[O:63], predict the reactants needed to synthesize it. The reactants are: [CH3:1][S:2]([C:5]1[N:10]=[CH:9][C:8]([O:11][C:12]2[CH:13]=[C:14]3[C:18](=[C:19]([O:21][CH:22]4[CH2:27][CH2:26][O:25][CH2:24][CH2:23]4)[CH:20]=2)[NH:17][C:16]([C:28]2[S:29][CH:30]([CH2:33][C:34]([OH:36])=O)[CH2:31][N:32]=2)=[CH:15]3)=[CH:7][CH:6]=1)(=[O:4])=[O:3].O.ON1C2C=CC=CC=2N=N1.Cl.C(N=C=NCCCN(C)C)C.Cl.[CH3:61][S:62]([CH2:65][CH2:66][NH2:67])(=[O:64])=[O:63]. (3) The reactants are: O[CH2:2][C:3]1[CH:4]=[C:5]([CH:10]=[C:11]([CH3:13])[CH:12]=1)[C:6]([O:8][CH3:9])=[O:7].C(N(CC)CC)C.CS(Cl)(=O)=O.[CH3:26][NH:27][CH2:28][C:29]1[O:33][CH:32]=[CH:31][CH:30]=1. Given the product [O:33]1[CH:32]=[CH:31][CH:30]=[C:29]1[CH2:28][N:27]([CH2:2][C:3]1[CH:4]=[C:5]([CH:10]=[C:11]([CH3:13])[CH:12]=1)[C:6]([O:8][CH3:9])=[O:7])[CH3:26], predict the reactants needed to synthesize it. (4) Given the product [NH2:1][C:2]1[N:10]=[CH:9][N:8]=[C:7]2[C:3]=1[N:4]=[CH:5][N:6]2[C@@H:11]1[O:12][C@H:13]([CH2:21][N:22]([CH3:37])[CH2:23][CH2:24][CH2:25][NH:26][C:27]([NH:29][C:30]2[CH:35]=[CH:34][CH:33]=[C:32]([Cl:36])[CH:31]=2)=[O:28])[C@@H:14]([OH:18])[C@H:15]1[OH:16], predict the reactants needed to synthesize it. The reactants are: [NH2:1][C:2]1[N:10]=[CH:9][N:8]=[C:7]2[C:3]=1[N:4]=[CH:5][N:6]2[C@H:11]1[C@@H:15]2[O:16]C(C)(C)[O:18][C@@H:14]2[C@@H:13]([CH2:21][N:22]([CH3:37])[CH2:23][CH2:24][CH2:25][NH:26][C:27]([NH:29][C:30]2[CH:35]=[CH:34][CH:33]=[C:32]([Cl:36])[CH:31]=2)=[O:28])[O:12]1.C([O-])([O-])=O.[K+].[K+]. (5) Given the product [NH2:17][C:8]1[CH:9]=[C:10]([C:13]([F:15])([F:16])[F:14])[CH:11]=[CH:12][C:7]=1[NH:6][C:4](=[O:5])[CH2:3][O:2][CH3:1], predict the reactants needed to synthesize it. The reactants are: [CH3:1][O:2][CH2:3][C:4]([NH:6][C:7]1[CH:12]=[CH:11][C:10]([C:13]([F:16])([F:15])[F:14])=[CH:9][C:8]=1[N+:17]([O-])=O)=[O:5]. (6) Given the product [Br:1][C:2]1[CH:7]=[CH:6][N:5]=[CH:4][C:3]=1[CH:8]([C:10]1[CH:15]=[CH:14][CH:13]=[CH:12][CH:11]=1)[OH:9], predict the reactants needed to synthesize it. The reactants are: [Br:1][C:2]1[CH:7]=[CH:6][N:5]=[CH:4][C:3]=1[CH:8]=[O:9].[C:10]1([Mg]Br)[CH:15]=[CH:14][CH:13]=[CH:12][CH:11]=1. (7) Given the product [Cl:10][C:11]1[N:19]=[C:18]([N:20]2[C:24]3[CH:25]=[C:26]([C:29]#[N:30])[CH:27]=[CH:28][C:23]=3[N:22]=[CH:21]2)[N:17]=[C:16]2[C:12]=1[NH:13][C:14](=[O:31])[N:15]2[CH:7]([C:3]1[CH:2]=[N:1][CH:6]=[CH:5][CH:4]=1)[CH3:8], predict the reactants needed to synthesize it. The reactants are: [N:1]1[CH:6]=[CH:5][CH:4]=[C:3]([CH:7](O)[CH3:8])[CH:2]=1.[Cl:10][C:11]1[N:19]=[C:18]([N:20]2[C:24]3[CH:25]=[C:26]([C:29]#[N:30])[CH:27]=[CH:28][C:23]=3[N:22]=[CH:21]2)[N:17]=[C:16]2[C:12]=1[NH:13][C:14](=[O:31])[NH:15]2.